This data is from Forward reaction prediction with 1.9M reactions from USPTO patents (1976-2016). The task is: Predict the product of the given reaction. The product is: [CH3:8][C:9]([C:10]1[CH:11]=[C:12]([NH2:13])[O:6][N:7]=1)([CH3:23])[CH2:15][O:16][CH:17]1[CH2:22][CH2:21][CH2:20][CH2:19][O:18]1. Given the reactants S(O)(O)(=O)=O.[OH:6][NH2:7].[CH3:8][C:9]([CH3:23])([CH2:15][O:16][CH:17]1[CH2:22][CH2:21][CH2:20][CH2:19][O:18]1)[C:10](=O)[CH2:11][C:12]#[N:13].[OH-].[Na+], predict the reaction product.